This data is from Full USPTO retrosynthesis dataset with 1.9M reactions from patents (1976-2016). The task is: Predict the reactants needed to synthesize the given product. (1) Given the product [N-:1]=[N+:2]=[N-:3].[F:29][C:28]1[C:23]([B:11]([C:10]2[C:5]([F:4])=[C:6]([F:37])[C:7]([F:36])=[C:8]([F:35])[C:9]=2[F:34])[C:12]2[C:13]([F:22])=[C:14]([F:21])[C:15]([F:20])=[C:16]([F:19])[C:17]=2[F:18])=[C:24]([F:33])[C:25]([F:32])=[C:26]([F:31])[C:27]=1[F:30].[F:63][C:62]1[C:57]([B:45]([C:44]2[C:39]([F:38])=[C:40]([F:71])[C:41]([F:70])=[C:42]([F:69])[C:43]=2[F:68])[C:46]2[C:47]([F:56])=[C:48]([F:55])[C:49]([F:54])=[C:50]([F:53])[C:51]=2[F:52])=[C:58]([F:67])[C:59]([F:66])=[C:60]([F:65])[C:61]=1[F:64].[CH2:94]([NH+:92]([CH2:74][CH2:75][CH2:76][CH2:77][CH2:78][CH2:79][CH2:80][CH2:81][CH2:82][CH2:83][CH2:84][CH2:85][CH2:86][CH2:87][CH2:88][CH2:89][CH2:90][CH3:91])[CH3:93])[CH2:95][CH2:96][CH2:97][CH2:98][CH2:99][CH2:100][CH2:101][CH2:102][CH2:103][CH2:104][CH2:105][CH2:106][CH2:107][CH2:108][CH2:109][CH2:110][CH3:111], predict the reactants needed to synthesize it. The reactants are: [N-:1]=[N+:2]=[N-:3].[F:4][C:5]1[C:10]([B:11]([C:23]2[C:28]([F:29])=[C:27]([F:30])[C:26]([F:31])=[C:25]([F:32])[C:24]=2[F:33])[C:12]2[C:17]([F:18])=[C:16]([F:19])[C:15]([F:20])=[C:14]([F:21])[C:13]=2[F:22])=[C:9]([F:34])[C:8]([F:35])=[C:7]([F:36])[C:6]=1[F:37].[F:38][C:39]1[C:44]([B:45]([C:57]2[C:62]([F:63])=[C:61]([F:64])[C:60]([F:65])=[C:59]([F:66])[C:58]=2[F:67])[C:46]2[C:51]([F:52])=[C:50]([F:53])[C:49]([F:54])=[C:48]([F:55])[C:47]=2[F:56])=[C:43]([F:68])[C:42]([F:69])=[C:41]([F:70])[C:40]=1[F:71].[K+].[Cl-].[CH2:74]([NH+:92]([CH2:94][CH2:95][CH2:96][CH2:97][CH2:98][CH2:99][CH2:100][CH2:101][CH2:102][CH2:103][CH2:104][CH2:105][CH2:106][CH2:107][CH2:108][CH2:109][CH2:110][CH3:111])[CH3:93])[CH2:75][CH2:76][CH2:77][CH2:78][CH2:79][CH2:80][CH2:81][CH2:82][CH2:83][CH2:84][CH2:85][CH2:86][CH2:87][CH2:88][CH2:89][CH2:90][CH3:91]. (2) Given the product [Cl:9][C:10]1[CH:11]=[C:12]([NH:24][C:25]2[C:34]3[C:29](=[CH:30][CH:31]=[CH:32][C:33]=3[O:35][CH2:36][C@H:37]3[CH2:41][CH2:40][CH2:39][N:38]3[C:3](=[O:5])[C:2]([CH3:1])([CH3:8])[CH2:6][OH:7])[N:28]=[CH:27][N:26]=2)[CH:13]=[CH:14][C:15]=1[O:16][CH2:17][C:18]1[CH:23]=[CH:22][CH:21]=[CH:20][N:19]=1, predict the reactants needed to synthesize it. The reactants are: [CH3:1][C:2]([CH3:8])([CH2:6][OH:7])[C:3]([OH:5])=O.[Cl:9][C:10]1[CH:11]=[C:12]([NH:24][C:25]2[C:34]3[C:29](=[CH:30][CH:31]=[CH:32][C:33]=3[O:35][CH2:36][C@H:37]3[CH2:41][CH2:40][CH2:39][NH:38]3)[N:28]=[CH:27][N:26]=2)[CH:13]=[CH:14][C:15]=1[O:16][CH2:17][C:18]1[CH:23]=[CH:22][CH:21]=[CH:20][N:19]=1. (3) Given the product [CH3:1][N:2]([C:6]1[CH:11]=[CH:10][C:9]([S:12]([Cl:17])(=[O:15])=[O:13])=[CH:8][CH:7]=1)[C:3](=[O:5])[CH3:4], predict the reactants needed to synthesize it. The reactants are: [CH3:1][N:2]([C:6]1[CH:11]=[CH:10][CH:9]=[CH:8][CH:7]=1)[C:3](=[O:5])[CH3:4].[SH:12]([O:15]Cl)(=O)=[O:13].[Cl:17]CCl. (4) Given the product [N:13]1([S:8]([C:4]2[S:3][C:2]([Cl:1])=[N:6][C:5]=2[CH3:7])(=[O:10])=[O:9])[CH2:16][CH2:15][CH2:14]1, predict the reactants needed to synthesize it. The reactants are: [Cl:1][C:2]1[S:3][C:4]([S:8](Cl)(=[O:10])=[O:9])=[C:5]([CH3:7])[N:6]=1.Cl.[NH:13]1[CH2:16][CH2:15][CH2:14]1.C(N(CC)CC)C.